This data is from Peptide-MHC class I binding affinity with 185,985 pairs from IEDB/IMGT. The task is: Regression. Given a peptide amino acid sequence and an MHC pseudo amino acid sequence, predict their binding affinity value. This is MHC class I binding data. The peptide sequence is SHDVLTVQF. The MHC is HLA-A02:01 with pseudo-sequence HLA-A02:01. The binding affinity (normalized) is 0.0847.